From a dataset of Forward reaction prediction with 1.9M reactions from USPTO patents (1976-2016). Predict the product of the given reaction. (1) Given the reactants [F:1][C:2]1[CH:3]=[C:4]([C:15]23[CH2:22][CH2:21][C:18]([CH2:23][CH:24]=[O:25])([CH2:19][CH2:20]2)[CH2:17][O:16]3)[CH:5]=[C:6]([O:8][CH:9]2[CH2:14][CH2:13][CH2:12][CH2:11][O:10]2)[CH:7]=1.CC(C[AlH]CC(C)C)C, predict the reaction product. The product is: [F:1][C:2]1[CH:3]=[C:4]([C:15]23[CH2:20][CH2:19][C:18]([CH2:23][CH2:24][OH:25])([CH2:21][CH2:22]2)[CH2:17][O:16]3)[CH:5]=[C:6]([O:8][CH:9]2[CH2:14][CH2:13][CH2:12][CH2:11][O:10]2)[CH:7]=1. (2) Given the reactants [F:1][CH2:2][C:3](=[O:34])[CH:4]([NH:9][C:10]([CH:12]1[CH2:17][CH2:16][CH2:15][CH2:14][N:13]1[C:18]([N:20]1[C:33]2[CH:32]=[CH:31][CH:30]=[CH:29][C:28]=2[S:27][C:26]2[C:21]1=[CH:22][CH:23]=[CH:24][CH:25]=2)=[O:19])=[O:11])[CH2:5][C:6]([OH:8])=O.C(Cl)CCl.[CH2:39]([NH2:41])[CH3:40], predict the reaction product. The product is: [CH2:39]([NH:41][C:6](=[O:8])[CH2:5][CH:4]([NH:9][C:10]([CH:12]1[CH2:17][CH2:16][CH2:15][CH2:14][N:13]1[C:18]([N:20]1[C:21]2[CH:22]=[CH:23][CH:24]=[CH:25][C:26]=2[S:27][C:28]2[C:33]1=[CH:32][CH:31]=[CH:30][CH:29]=2)=[O:19])=[O:11])[C:3](=[O:34])[CH2:2][F:1])[CH3:40]. (3) Given the reactants Br[C:2]1[CH:3]=[C:4]([N+:9]([O-:11])=[O:10])[C:5]([CH3:8])=[N:6][CH:7]=1.[CH3:12][Si:13]([C:16]#[CH:17])([CH3:15])[CH3:14], predict the reaction product. The product is: [CH3:8][C:5]1[C:4]([N+:9]([O-:11])=[O:10])=[CH:3][C:2]([C:17]#[C:16][Si:13]([CH3:15])([CH3:14])[CH3:12])=[CH:7][N:6]=1. (4) Given the reactants [NH2:1][C:2]1[C:3]([CH3:13])=[C:4]([C:9]([Cl:12])=[CH:10][CH:11]=1)[C:5]([O:7][CH3:8])=[O:6].Cl.F[B-](F)(F)F.[NH4+].[N:21]([O-])=O.[Na+].C1OCCOCCOCCOCCOCCOC1.C([O-])(=O)C.[K+], predict the reaction product. The product is: [Cl:12][C:9]1[CH:10]=[CH:11][C:2]2[C:3](=[CH:13][NH:21][N:1]=2)[C:4]=1[C:5]([O:7][CH3:8])=[O:6]. (5) The product is: [F:1][C:2]1[CH:7]=[CH:6][C:5]([C:8]2[N:27]([CH:24]3[CH2:25][CH2:26][S:21][CH2:22][CH2:23]3)[N:28]=[C:10]([CH3:11])[CH:9]=2)=[CH:4][CH:3]=1. Given the reactants [F:1][C:2]1[CH:7]=[CH:6][C:5]([C:8](=O)[CH2:9][C:10](=O)[CH3:11])=[CH:4][CH:3]=1.FC(F)(F)C(O)=O.[S:21]1[CH2:26][CH2:25][CH:24]([NH:27][NH2:28])[CH2:23][CH2:22]1.C(N(CC)CC)C.FC(F)(F)C(O)=O, predict the reaction product. (6) Given the reactants CN(CCN(C)C)C.F.[C:10]([O:13][C@@H:14]1[C@@H:18]([CH2:19][O:20][Si](OC(C2C=CC=CC=2)C2C=CC=CC=2)(O[Si](C)(C)C)O[Si](C)(C)C)[O:17][C@@H:16]([N:46]2[CH:53]=[CH:52][C:50](=[O:51])[NH:49][C:47]2=[O:48])[CH2:15]1)(=[O:12])[CH3:11], predict the reaction product. The product is: [C:10]([O:13][C@@H:14]1[C@@H:18]([CH2:19][OH:20])[O:17][C@@H:16]([N:46]2[CH:53]=[CH:52][C:50](=[O:51])[NH:49][C:47]2=[O:48])[CH2:15]1)(=[O:12])[CH3:11]. (7) Given the reactants S[C:2]1[O:3][C:4]2[CH:10]=[C:9]([OH:11])[CH:8]=[CH:7][C:5]=2[N:6]=1.S(Cl)([Cl:14])=O.CN(C=O)C, predict the reaction product. The product is: [Cl:14][C:2]1[O:3][C:4]2[CH:10]=[C:9]([OH:11])[CH:8]=[CH:7][C:5]=2[N:6]=1.